From a dataset of Forward reaction prediction with 1.9M reactions from USPTO patents (1976-2016). Predict the product of the given reaction. (1) Given the reactants [NH2:1][C:2]1[CH:14]=[CH:13][C:12]2[C:11]3[C:6](=[CH:7][CH:8]=[CH:9][CH:10]=3)[CH2:5][C:4]=2[CH:3]=1.C(N(CC)CC)C.O1CCCC1.[C:27](Cl)(=[O:31])[CH:28]([CH3:30])[CH3:29], predict the reaction product. The product is: [CH:3]1[C:4]2[CH2:5][C:6]3[C:11](=[CH:10][CH:9]=[CH:8][CH:7]=3)[C:12]=2[CH:13]=[CH:14][C:2]=1[NH:1][C:27](=[O:31])[CH:28]([CH3:30])[CH3:29]. (2) Given the reactants [CH3:1][O:2][CH2:3][CH2:4][C:5]1[S:9][C:8]([S:10]([NH2:13])(=[O:12])=[O:11])=[CH:7][C:6]=1[CH3:14].Cl[C:16](OC1C=CC=CC=1)=[O:17].C(N(CC)CC)C.[C:32]([Si:36]([CH3:51])([CH3:50])[O:37][CH2:38][CH2:39][NH:40][C:41]1[CH:46]=[C:45]([S:47][CH3:48])[CH:44]=[C:43]([NH2:49])[N:42]=1)([CH3:35])([CH3:34])[CH3:33], predict the reaction product. The product is: [C:32]([Si:36]([CH3:51])([CH3:50])[O:37][CH2:38][CH2:39][NH:40][C:41]1[N:42]=[C:43]([NH:49][C:16]([NH:13][S:10]([C:8]2[S:9][C:5]([CH2:4][CH2:3][O:2][CH3:1])=[C:6]([CH3:14])[CH:7]=2)(=[O:12])=[O:11])=[O:17])[CH:44]=[C:45]([S:47][CH3:48])[CH:46]=1)([CH3:35])([CH3:34])[CH3:33]. (3) Given the reactants [NH:1](C(OC(C)(C)C)=O)[C@H:2]([C:10]([OH:12])=[O:11])[CH2:3][CH2:4][CH2:5][NH:6][C:7](=[NH:9])[NH2:8].C([O-])([O-])=O.[Cs+].[Cs+].[Cs].[CH2:27](Br)[C:28]1[CH:33]=[CH:32][CH:31]=[CH:30][CH:29]=1, predict the reaction product. The product is: [NH2:1][C@H:2]([C:10]([O:12][CH2:27][C:28]1[CH:33]=[CH:32][CH:31]=[CH:30][CH:29]=1)=[O:11])[CH2:3][CH2:4][CH2:5][NH:6][C:7](=[NH:9])[NH2:8]. (4) Given the reactants [CH:1]1([CH2:7][C:8]2[NH:12][C:11]([C:13]([O:15][CH3:16])=[O:14])=[CH:10][C:9]=2[C:17]2[CH:22]=[C:21]([C:23]([CH3:26])([CH3:25])[CH3:24])[CH:20]=[C:19]([C:27]([CH3:30])([CH3:29])[CH3:28])[CH:18]=2)[CH2:6][CH2:5][CH2:4][CH2:3][CH2:2]1.[H-].[Na+].[CH3:33]I, predict the reaction product. The product is: [CH:1]1([CH2:7][C:8]2[N:12]([CH3:33])[C:11]([C:13]([O:15][CH3:16])=[O:14])=[CH:10][C:9]=2[C:17]2[CH:22]=[C:21]([C:23]([CH3:24])([CH3:26])[CH3:25])[CH:20]=[C:19]([C:27]([CH3:30])([CH3:29])[CH3:28])[CH:18]=2)[CH2:6][CH2:5][CH2:4][CH2:3][CH2:2]1. (5) The product is: [CH:1]1([N:7]2[C:12](=[O:13])[C:11]([C:33]([NH:39][CH2:51][C:52]([OH:54])=[O:53])=[O:62])=[C:10]([OH:14])[N:9]=[C:8]2[C:15]2[C:20]([Cl:21])=[CH:19][CH:18]=[CH:17][C:16]=2[Cl:22])[CH2:6][CH2:5][CH2:4][CH2:3][CH2:2]1. Given the reactants [CH:1]1([N:7]2[C:12](=[O:13])[CH:11]=[C:10]([OH:14])[N:9]=[C:8]2[C:15]2[C:20]([Cl:21])=[CH:19][CH:18]=[CH:17][C:16]=2[Cl:22])[CH2:6][CH2:5][CH2:4][CH2:3][CH2:2]1.[Cl-].C[Al+]C.CCCCCC.[CH:33]1([NH2:39])CCCCC1.ClC1C=CC=C(Cl)C=1C#N.C(OCC)(=O)[CH2:51][C:52]([O:54]CC)=[O:53].C[O-:62].[Na+].CO, predict the reaction product. (6) Given the reactants F[C:2]1[CH:7]=[CH:6][C:5]([C:8]#[N:9])=[CH:4][C:3]=1[CH:10]=O.O.[NH2:13][NH2:14], predict the reaction product. The product is: [NH:13]1[C:2]2[C:3](=[CH:4][C:5]([C:8]#[N:9])=[CH:6][CH:7]=2)[CH:10]=[N:14]1. (7) Given the reactants [CH:1]1([C:4](=O)[CH2:5][C:6]([O:8]C)=[O:7])[CH2:3][CH2:2]1.Cl.NO.C([N:16](CC)CC)C, predict the reaction product. The product is: [CH:1]1([C:4]2[NH:16][O:8][C:6](=[O:7])[CH:5]=2)[CH2:3][CH2:2]1. (8) Given the reactants [Cl:1][C:2]1[C:3]([O:13][CH2:14][C:15]([F:18])([F:17])[F:16])=[N:4][CH:5]=[C:6]([CH:12]=1)[C:7](OCC)=[O:8].[Li+].[BH4-].CO, predict the reaction product. The product is: [Cl:1][C:2]1[CH:12]=[C:6]([CH2:7][OH:8])[CH:5]=[N:4][C:3]=1[O:13][CH2:14][C:15]([F:16])([F:17])[F:18].